This data is from Forward reaction prediction with 1.9M reactions from USPTO patents (1976-2016). The task is: Predict the product of the given reaction. (1) Given the reactants [CH3:1][C@@H:2]1[CH2:6][O:5][C:4](=[O:7])[N:3]1[C:8]1[CH:16]=[CH:15][C:11]([C:12]([OH:14])=O)=[CH:10][CH:9]=1.[ClH:17].[CH3:18][C:19]1[C:20]([N:27]2[CH2:32][CH2:31][NH:30][CH2:29][CH2:28]2)=[N:21][C:22]([CH3:26])=[C:23]([CH3:25])[CH:24]=1, predict the reaction product. The product is: [ClH:17].[CH3:1][C@@H:2]1[CH2:6][O:5][C:4](=[O:7])[N:3]1[C:8]1[CH:9]=[CH:10][C:11]([C:12]([N:30]2[CH2:31][CH2:32][N:27]([C:20]3[C:19]([CH3:18])=[CH:24][C:23]([CH3:25])=[C:22]([CH3:26])[N:21]=3)[CH2:28][CH2:29]2)=[O:14])=[CH:15][CH:16]=1. (2) Given the reactants C1C=CC(P(C2C(C3C(P(C4C=CC=CC=4)C4C=CC=CC=4)=CC=C4C=3C=CC=C4)=C3C(C=CC=C3)=CC=2)C2C=CC=CC=2)=CC=1.Br[C:48]1[CH:49]=[N:50][CH:51]=[C:52]([Br:54])[CH:53]=1.Cl.[O:56]1[CH2:61][CH2:60][CH:59]([CH2:62][NH2:63])[CH2:58][CH2:57]1.CC([O-])(C)C.[K+], predict the reaction product. The product is: [Br:54][C:52]1[CH:53]=[C:48]([NH:63][CH2:62][CH:59]2[CH2:60][CH2:61][O:56][CH2:57][CH2:58]2)[CH:49]=[N:50][CH:51]=1. (3) Given the reactants N#N.[N+:3]([CH:6]=[CH:7][C:8]1[CH:13]=[CH:12][CH:11]=[CH:10][CH:9]=1)([O-:5])=[O:4].[CH2:14]([CH:17]([C:23]([O:25][CH2:26][CH3:27])=[O:24])[C:18]([O:20][CH2:21][CH3:22])=[O:19])[CH:15]=[CH2:16], predict the reaction product. The product is: [CH2:21]([O:20][C:18](=[O:19])[C:17]([CH2:14][CH:15]=[CH2:16])([CH:7]([C:8]1[CH:13]=[CH:12][CH:11]=[CH:10][CH:9]=1)[CH2:6][N+:3]([O-:5])=[O:4])[C:23]([O:25][CH2:26][CH3:27])=[O:24])[CH3:22]. (4) Given the reactants S(Cl)([Cl:3])=O.CN(C)C=O.O[CH2:11][N:12]1[CH:17]=[C:16]([Cl:18])[CH:15]([Cl:19])[C:14](=O)[NH:13]1.C([O-])(O)=O.[Na+], predict the reaction product. The product is: [Cl:18][C:16]1[C:15]([Cl:19])=[CH:14][NH:13][N:12]([CH2:11][Cl:3])[CH:17]=1. (5) Given the reactants [F:1][C:2]1[CH:3]=[CH:4][C:5]([O:9][C:10]2[CH:15]=[CH:14][CH:13]=[CH:12][CH:11]=2)=[C:6]([NH2:8])[CH:7]=1.[CH2:16]([O:23][CH2:24][CH2:25][O:26][C:27]1[CH:34]=[CH:33][C:32]([O:35][CH3:36])=[CH:31][C:28]=1[CH:29]=O)[C:17]1[CH:22]=[CH:21][CH:20]=[CH:19][CH:18]=1.[Na], predict the reaction product. The product is: [CH2:16]([O:23][CH2:24][CH2:25][O:26][C:27]1[CH:34]=[CH:33][C:32]([O:35][CH3:36])=[CH:31][C:28]=1[CH2:29][NH:8][C:6]1[CH:7]=[C:2]([F:1])[CH:3]=[CH:4][C:5]=1[O:9][C:10]1[CH:15]=[CH:14][CH:13]=[CH:12][CH:11]=1)[C:17]1[CH:18]=[CH:19][CH:20]=[CH:21][CH:22]=1. (6) Given the reactants [CH3:1][O:2][C:3]1[CH:4]=[C:5]([CH:31]=[CH:32][C:33]=1[O:34][CH3:35])[CH2:6][CH:7]1[C:16]2[C:11](=[CH:12][C:13]([OH:19])=[C:14]([O:17][CH3:18])[CH:15]=2)[CH2:10][CH2:9][N:8]1[CH2:20][C:21]([NH:23][CH2:24][C:25]1[CH:30]=[CH:29][CH:28]=[CH:27][CH:26]=1)=[O:22].[CH2:36](Br)[CH2:37][CH3:38], predict the reaction product. The product is: [CH3:1][O:2][C:3]1[CH:4]=[C:5]([CH:31]=[CH:32][C:33]=1[O:34][CH3:35])[CH2:6][CH:7]1[C:16]2[C:11](=[CH:12][C:13]([O:19][CH2:36][CH2:37][CH3:38])=[C:14]([O:17][CH3:18])[CH:15]=2)[CH2:10][CH2:9][N:8]1[CH2:20][C:21]([NH:23][CH2:24][C:25]1[CH:30]=[CH:29][CH:28]=[CH:27][CH:26]=1)=[O:22].